This data is from Full USPTO retrosynthesis dataset with 1.9M reactions from patents (1976-2016). The task is: Predict the reactants needed to synthesize the given product. Given the product [F:22][C:17]1[CH:16]=[C:15]([N:12]([CH2:11][C:9]2[N:10]=[C:5]3[S:4][C:3]([CH3:24])=[C:2]([C:25]#[N:26])[N:6]3[C:7](=[O:23])[CH:8]=2)[CH2:13][CH3:14])[CH:20]=[CH:19][C:18]=1[F:21], predict the reactants needed to synthesize it. The reactants are: Br[C:2]1[N:6]2[C:7](=[O:23])[CH:8]=[C:9]([CH2:11][N:12]([C:15]3[CH:20]=[CH:19][C:18]([F:21])=[C:17]([F:22])[CH:16]=3)[CH2:13][CH3:14])[N:10]=[C:5]2[S:4][C:3]=1[CH3:24].[CH3:25][N:26](C)C=O.